This data is from Forward reaction prediction with 1.9M reactions from USPTO patents (1976-2016). The task is: Predict the product of the given reaction. (1) The product is: [Cl:19][C:15]1[CH:14]=[C:13]([C:11]2[N:12]=[C:7]([NH:28][C:29]3[CH:30]=[CH:31][C:32]([CH2:35][C:36]([O:38][CH2:39][CH3:40])=[O:37])=[CH:33][CH:34]=3)[C:8]3[S:23](=[O:25])(=[O:24])[CH2:22][CH2:21][CH2:20][C:9]=3[N:10]=2)[CH:18]=[CH:17][CH:16]=1. Given the reactants FC(F)(F)S(O[C:7]1[C:8]2[S:23](=[O:25])(=[O:24])[CH2:22][CH2:21][CH2:20][C:9]=2[N:10]=[C:11]([C:13]2[CH:18]=[CH:17][CH:16]=[C:15]([Cl:19])[CH:14]=2)[N:12]=1)(=O)=O.[NH2:28][C:29]1[CH:34]=[CH:33][C:32]([CH2:35][C:36]([O:38][CH2:39][CH3:40])=[O:37])=[CH:31][CH:30]=1, predict the reaction product. (2) Given the reactants C([O:8][C:9]1[CH:10]=[N:11][C:12]([CH:15]2[CH2:20][CH2:19][N:18]([C:21]([O:23][C:24]([CH3:27])([CH3:26])[CH3:25])=[O:22])[CH2:17][CH:16]2[OH:28])=[N:13][CH:14]=1)C1C=CC=CC=1, predict the reaction product. The product is: [OH:28][CH:16]1[CH:15]([C:12]2[N:13]=[CH:14][C:9]([OH:8])=[CH:10][N:11]=2)[CH2:20][CH2:19][N:18]([C:21]([O:23][C:24]([CH3:27])([CH3:26])[CH3:25])=[O:22])[CH2:17]1.